From a dataset of Full USPTO retrosynthesis dataset with 1.9M reactions from patents (1976-2016). Predict the reactants needed to synthesize the given product. (1) Given the product [CH:32]1([C:9]2[C:8]3[C:12](=[CH:13][C:5]([C:3]([OH:4])=[O:2])=[CH:6][CH:7]=3)[N:11]([CH2:14][C:15]([N:17]3[CH2:18][CH2:19][O:20][CH2:21][CH2:22]3)=[O:16])[C:10]=2[C:23]2[CH:24]=[C:25]3[C:26](=[CH:27][CH:28]=2)[N:29]=[C:46]([C:41]2[CH:42]=[CH:43][CH:44]=[CH:45][C:40]=2[O:39][CH3:38])[CH:47]=[CH:30]3)[CH2:37][CH2:36][CH2:35][CH2:34][CH2:33]1, predict the reactants needed to synthesize it. The reactants are: C[O:2][C:3]([C:5]1[CH:13]=[C:12]2[C:8]([C:9]([CH:32]3[CH2:37][CH2:36][CH2:35][CH2:34][CH2:33]3)=[C:10]([C:23]3[CH:28]=[CH:27][C:26]([NH2:29])=[C:25]([CH:30]=O)[CH:24]=3)[N:11]2[CH2:14][C:15]([N:17]2[CH2:22][CH2:21][O:20][CH2:19][CH2:18]2)=[O:16])=[CH:7][CH:6]=1)=[O:4].[CH3:38][O:39][C:40]1[CH:45]=[CH:44][CH:43]=[CH:42][C:41]=1[C:46](=O)[CH3:47]. (2) Given the product [CH2:18]1[C:19]2[NH:7][C:8]3[C:13](=[CH:12][CH:11]=[CH:10][CH:9]=3)[C:14]=2[CH2:15][CH2:16][N:17]1[S:20]([CH2:23][CH:24]1[CH2:25][CH2:26][O:27][CH2:28][CH2:29]1)(=[O:21])=[O:22], predict the reactants needed to synthesize it. The reactants are: ClC(Cl)(Cl)COC([N:7]1[C:19]2[CH2:18][N:17]([S:20]([CH2:23][C:24]3(C(OC)=O)[CH2:29][CH2:28][O:27][CH2:26][CH2:25]3)(=[O:22])=[O:21])[CH2:16][CH2:15][C:14]=2[C:13]2[C:8]1=[CH:9][CH:10]=[CH:11][CH:12]=2)=O.O.[OH-].[Li+]. (3) Given the product [CH2:1]([CH:2]1[O:11][N:10]=[C:13]([C:14]([O:16][CH2:17][CH3:18])=[O:15])[CH2:3]1)[C:4]1[CH:9]=[CH:8][CH:7]=[CH:6][CH:5]=1, predict the reactants needed to synthesize it. The reactants are: [CH2:1]([C:4]1[CH:9]=[CH:8][CH:7]=[CH:6][CH:5]=1)[CH:2]=[CH2:3].[N+:10]([CH2:13][C:14]([O:16][CH2:17][CH3:18])=[O:15])([O-])=[O:11].C1N2CCN(CC2)C1. (4) Given the product [CH2:1]([O:3][C:4]1[N:8]([CH2:9][C:10]2[CH:11]=[CH:12][C:13]([C:16]3[CH:21]=[CH:20][CH:19]=[CH:18][C:17]=3[C:22]3[NH:26][N:25]=[N:24][N:23]=3)=[CH:14][CH:15]=2)[C:7]2[C:27]([C:31]([OH:33])=[O:32])=[CH:28][CH:29]=[CH:30][C:6]=2[N:5]=1)[CH3:2], predict the reactants needed to synthesize it. The reactants are: [CH2:1]([O:3][C:4]1[N:8]([CH2:9][C:10]2[CH:15]=[CH:14][C:13]([C:16]3[CH:21]=[CH:20][CH:19]=[CH:18][C:17]=3[C:22]3[NH:26][N:25]=[N:24][N:23]=3)=[CH:12][CH:11]=2)[C:7]2[C:27]([C:31]([O:33]CC)=[O:32])=[CH:28][CH:29]=[CH:30][C:6]=2[N:5]=1)[CH3:2].[OH-].[Na+]. (5) Given the product [CH2:22]([CH:24]1[CH2:28][CH:27]([O:29][CH:30]2[CH2:31][CH2:32][O:33][CH2:34][CH2:35]2)[CH2:26][CH:25]1[C:36]([NH:2][NH:1][C:3]1[N:4]=[C:5]2[CH:11]=[CH:10][N:9]([S:12]([C:15]3[CH:21]=[CH:20][C:18]([CH3:19])=[CH:17][CH:16]=3)(=[O:13])=[O:14])[C:6]2=[N:7][CH:8]=1)=[O:37])[CH3:23], predict the reactants needed to synthesize it. The reactants are: [NH:1]([C:3]1[N:4]=[C:5]2[CH:11]=[CH:10][N:9]([S:12]([C:15]3[CH:21]=[CH:20][C:18]([CH3:19])=[CH:17][CH:16]=3)(=[O:14])=[O:13])[C:6]2=[N:7][CH:8]=1)[NH2:2].[CH2:22]([CH:24]1[CH2:28][CH:27]([O:29][CH:30]2[CH2:35][CH2:34][O:33][CH2:32][CH2:31]2)[CH2:26][CH:25]1[C:36](O)=[O:37])[CH3:23].CN(C(ON1N=NC2C=CC=NC1=2)=[N+](C)C)C.F[P-](F)(F)(F)(F)F. (6) Given the product [CH:1]1([CH2:7][NH:19][C@@H:9]2[C:18]3[C:13](=[CH:14][CH:15]=[CH:16][CH:17]=3)[CH2:12][CH2:11][CH2:10]2)[CH2:6][CH2:5][CH2:4][CH2:3][CH2:2]1, predict the reactants needed to synthesize it. The reactants are: [CH:1]1([CH:7]=O)[CH2:6][CH2:5][CH2:4][CH2:3][CH2:2]1.[C@@H:9]1([NH2:19])[C:18]2[C:13](=[CH:14][CH:15]=[CH:16][CH:17]=2)[CH2:12][CH2:11][CH2:10]1. (7) Given the product [C:17](=[O:18])([O:1][C:2]1[CH:9]=[CH:8][C:5]([CH:6]=[O:7])=[CH:4][CH:3]=1)[O:19][CH2:20][CH3:21], predict the reactants needed to synthesize it. The reactants are: [OH:1][C:2]1[CH:9]=[CH:8][C:5]([CH:6]=[O:7])=[CH:4][CH:3]=1.N1C=CC=CC=1.Cl[C:17]([O:19][CH2:20][CH3:21])=[O:18].N#N.